Predict the reaction yield, written as a fraction of the theoretical maximum amount of product (1.0 means a 100% yield; for example, 0.34 means a 34% yield). From a dataset of Reaction yield outcomes from USPTO patents with 853,638 reactions. (1) The reactants are [F:1][C:2]1[CH:7]=[C:6]([O:8][C:9]2[CH:14]=[CH:13][N:12]=[C:11]([C:15]3[CH:16]=[N:17][N:18]([CH3:20])[CH:19]=3)[CH:10]=2)[C:5]([F:21])=[CH:4][C:3]=1[NH:22][C:23]([C:25]1([C:28]([O:30]C)=[O:29])[CH2:27][CH2:26]1)=[O:24].O.O.[OH-].[Li+:35]. The catalyst is C1COCC1. The product is [F:1][C:2]1[CH:7]=[C:6]([O:8][C:9]2[CH:14]=[CH:13][N:12]=[C:11]([C:15]3[CH:16]=[N:17][N:18]([CH3:20])[CH:19]=3)[CH:10]=2)[C:5]([F:21])=[CH:4][C:3]=1[NH:22][C:23]([C:25]1([C:28]([O-:30])=[O:29])[CH2:27][CH2:26]1)=[O:24].[Li+:35]. The yield is 0.860. (2) The reactants are [CH3:1][C:2]1[CH:3]=[CH:4][N:5]2[C:10]3[CH:11]=[CH:12][CH:13]=[CH:14][C:9]=3[O:8][C:7]3([CH2:19][CH2:18][NH:17][CH2:16][CH2:15]3)[C:6]=12.CCN(CC)CC.[F:27][C:28]([F:39])([F:38])[C:29](O[C:29](=[O:30])[C:28]([F:39])([F:38])[F:27])=[O:30]. The catalyst is ClCCl. The product is [F:27][C:28]([F:39])([F:38])[C:29]([N:17]1[CH2:18][CH2:19][C:7]2([C:6]3=[C:2]([CH3:1])[CH:3]=[CH:4][N:5]3[C:10]3[CH:11]=[CH:12][CH:13]=[CH:14][C:9]=3[O:8]2)[CH2:15][CH2:16]1)=[O:30]. The yield is 0.660.